Predict which catalyst facilitates the given reaction. From a dataset of Catalyst prediction with 721,799 reactions and 888 catalyst types from USPTO. Reactant: [NH2:1][C@@H:2]([CH2:11][CH:12]([CH3:14])[CH3:13])[C:3]([O:5][CH:6]1[CH2:10][CH2:9][CH2:8][CH2:7]1)=[O:4].[N+:15]([C:18]1[CH:25]=[CH:24][C:21]([CH:22]=O)=[CH:20][CH:19]=1)([O-:17])=[O:16].C(O[BH-](OC(=O)C)OC(=O)C)(=O)C.[Na+].Cl.[OH-].[Na+]. Product: [CH3:13][CH:12]([CH3:14])[CH2:11][C@H:2]([NH:1][CH2:22][C:21]1[CH:24]=[CH:25][C:18]([N+:15]([O-:17])=[O:16])=[CH:19][CH:20]=1)[C:3]([O:5][CH:6]1[CH2:10][CH2:9][CH2:8][CH2:7]1)=[O:4]. The catalyst class is: 322.